Dataset: Reaction yield outcomes from USPTO patents with 853,638 reactions. Task: Predict the reaction yield, written as a fraction of the theoretical maximum amount of product (1.0 means a 100% yield; for example, 0.34 means a 34% yield). (1) The reactants are P([O-])([O-])([O-])=O.O=C[C@@H]([C@H]([C@@H]([C@@H](CO)O)O)O)O.CC1C(C)=CC2N(C[C@H](O)[C@H](O)[C@H](O)CO)C3C(=NC=2C=1)C(=O)NC(=O)N=3.C1N=C(N)C2N=CN([C@@H]3O[C@H](COP(OP(OC[C@H]4O[C@@H](N5C=C(C(N)=O)CC=C5)[C@H](O)[C@@H]4O)(O)=O)(O)=O)[C@@H](O)[C@H]3O)C=2N=1.[C:89]([NH:97][CH2:98][CH:99]([C:105](=[O:107])[CH3:106])[C:100]([O:102][CH2:103][CH3:104])=[O:101])(=[O:96])[C:90]1[CH:95]=[CH:94][CH:93]=[CH:92][CH:91]=1. No catalyst specified. The product is [C:89]([NH:97][CH2:98][C@@H:99]([C@H:105]([OH:107])[CH3:106])[C:100]([O:102][CH2:103][CH3:104])=[O:101])(=[O:96])[C:90]1[CH:91]=[CH:92][CH:93]=[CH:94][CH:95]=1. The yield is 1.00. (2) The reactants are [NH2:1][C:2]1[S:3][C:4]([CH3:7])=[CH:5][N:6]=1.Br[CH2:9][CH2:10][O:11][CH2:12][CH2:13][O:14][CH3:15]. No catalyst specified. The product is [CH3:15][O:14][CH2:13][CH2:12][O:11][CH2:10][CH2:9][N:6]1[CH:5]=[C:4]([CH3:7])[S:3][C:2]1=[NH:1]. The yield is 0.780. (3) The reactants are [F:1][C:2]1[C:8]([OH:9])=[C:7]([F:10])[CH:6]=[CH:5][C:3]=1[OH:4].[Cl:11][CH2:12][C:13](=O)[CH2:14][C:15](OCC)=[O:16]. The catalyst is CS(O)(=O)=O. The product is [Cl:11][CH2:12][C:13]1[C:5]2[C:3](=[C:2]([F:1])[C:8]([OH:9])=[C:7]([F:10])[CH:6]=2)[O:4][C:15](=[O:16])[CH:14]=1. The yield is 0.670. (4) The reactants are [F:1][C:2]1[CH:30]=[CH:29][CH:28]=[C:27]([F:31])[C:3]=1[O:4][C:5]1[CH:10]=[CH:9][C:8]([C:11]2[C:19]3[C:14](=[N:15][CH:16]=[N:17][C:18]=3[NH2:20])[N:13]([CH2:21][C@H:22]3[CH2:26][CH2:25][CH2:24][NH:23]3)[N:12]=2)=[CH:7][CH:6]=1.[C:32]([CH2:34][C:35](O)=[O:36])#[N:33]. The catalyst is ClCCl. The product is [NH2:20][C:18]1[N:17]=[CH:16][N:15]=[C:14]2[N:13]([CH2:21][C@H:22]3[CH2:26][CH2:25][CH2:24][N:23]3[C:35](=[O:36])[CH2:34][C:32]#[N:33])[N:12]=[C:11]([C:8]3[CH:7]=[CH:6][C:5]([O:4][C:3]4[C:27]([F:31])=[CH:28][CH:29]=[CH:30][C:2]=4[F:1])=[CH:10][CH:9]=3)[C:19]=12. The yield is 0.480. (5) The reactants are [Br:1][C:2]1[CH:12]=[C:11]([CH3:13])[C:5]([O:6][CH2:7][C:8]([OH:10])=O)=[C:4]([CH3:14])[CH:3]=1.[NH2:15][C:16]1[CH:17]=[CH:18][C:19]([S:34]([CH2:37][CH3:38])(=[O:36])=[O:35])=[C:20]([CH:33]=1)[CH2:21][NH:22][C:23](=[O:32])[O:24][CH2:25][C:26]1[CH:31]=[CH:30][CH:29]=[CH:28][CH:27]=1.O=P(Cl)(Cl)Cl. The catalyst is N1C=CC=CC=1. The product is [Br:1][C:2]1[CH:3]=[C:4]([CH3:14])[C:5]([O:6][CH2:7][C:8]([NH:15][C:16]2[CH:17]=[CH:18][C:19]([S:34]([CH2:37][CH3:38])(=[O:36])=[O:35])=[C:20]([CH:33]=2)[CH2:21][NH:22][C:23](=[O:32])[O:24][CH2:25][C:26]2[CH:31]=[CH:30][CH:29]=[CH:28][CH:27]=2)=[O:10])=[C:11]([CH3:13])[CH:12]=1. The yield is 0.980. (6) The reactants are C[O:2][C:3]1[CH:8]=[CH:7][C:6]([CH2:9][CH2:10][CH2:11][CH2:12][NH2:13])=[CH:5][CH:4]=1.[BrH:14]. No catalyst specified. The product is [BrH:14].[OH:2][C:3]1[CH:4]=[CH:5][C:6]([CH2:9][CH2:10][CH2:11][CH2:12][NH2:13])=[CH:7][CH:8]=1. The yield is 0.900. (7) The reactants are [CH3:1][O:2][C:3]1[C:4]([CH3:15])=[C:5]([CH2:12][C:13]#[N:14])[CH:6]=[CH:7][C:8]=1[N+:9]([O-])=O. The catalyst is C(O)C.[Pd]. The product is [NH2:9][C:8]1[CH:7]=[CH:6][C:5]([CH2:12][C:13]#[N:14])=[C:4]([CH3:15])[C:3]=1[O:2][CH3:1]. The yield is 1.00. (8) The reactants are [CH:1]([O:4][C:5]([N:7]1[CH2:12][CH2:11][CH:10]([O:13][C:14]2[N:19]=[CH:18][N:17]=[C:16]3[N:20]([C:23]4[CH:28]=[CH:27][C:26](I)=[CH:25][C:24]=4[F:30])[N:21]=[CH:22][C:15]=23)[CH2:9][CH2:8]1)=[O:6])([CH3:3])[CH3:2].[CH:31]([NH2:34])([CH3:33])[CH3:32].N1CCC[C@H]1C(O)=O.C(=O)([O-])[O-].[K+].[K+]. The catalyst is CS(C)=O.[Cu](I)I. The product is [CH:1]([O:4][C:5]([N:7]1[CH2:12][CH2:11][CH:10]([O:13][C:14]2[N:19]=[CH:18][N:17]=[C:16]3[N:20]([C:23]4[CH:28]=[CH:27][C:26]([NH:34][CH:31]([CH3:33])[CH3:32])=[CH:25][C:24]=4[F:30])[N:21]=[CH:22][C:15]=23)[CH2:9][CH2:8]1)=[O:6])([CH3:3])[CH3:2]. The yield is 0.350.